Dataset: Catalyst prediction with 721,799 reactions and 888 catalyst types from USPTO. Task: Predict which catalyst facilitates the given reaction. (1) Reactant: Cl[S:2]([C:5]1[CH:13]=[CH:12][C:8]([C:9]([OH:11])=[O:10])=[CH:7][CH:6]=1)(=[O:4])=[O:3].[CH:14]1([NH2:17])[CH2:16][CH2:15]1. Product: [CH:14]1([NH:17][S:2]([C:5]2[CH:13]=[CH:12][C:8]([C:9]([OH:11])=[O:10])=[CH:7][CH:6]=2)(=[O:4])=[O:3])[CH2:16][CH2:15]1. The catalyst class is: 4. (2) Reactant: B.O1CCCC1.[C:7]([CH2:10][C:11]1[CH:19]=[CH:18][CH:17]=[CH:16][C:12]=1[C:13](O)=[O:14])(O)=[O:8].C(O)(=O)CC(CC(O)=O)(C(O)=O)O. Product: [OH:14][CH2:13][C:12]1[CH:16]=[CH:17][CH:18]=[CH:19][C:11]=1[CH2:10][CH2:7][OH:8]. The catalyst class is: 7. (3) Reactant: [Cl:1][CH2:2][CH2:3][CH2:4][S:5]([O:8][CH2:9][C:10]([CH3:24])([CH3:23])[C@@H:11]([O:15][CH2:16][C:17]1[CH:22]=[CH:21][CH:20]=[CH:19][CH:18]=1)[C:12]([OH:14])=[O:13])(=[O:7])=[O:6].[C:25](Cl)(=O)C(Cl)=O.CO.N1C=CC=CC=1. Product: [Cl:1][CH2:2][CH2:3][CH2:4][S:5]([O:8][CH2:9][C:10]([CH3:24])([CH3:23])[C@@H:11]([O:15][CH2:16][C:17]1[CH:22]=[CH:21][CH:20]=[CH:19][CH:18]=1)[C:12]([O:14][CH3:25])=[O:13])(=[O:6])=[O:7]. The catalyst class is: 4. (4) Reactant: F[C:2]1[CH:7]=[CH:6][C:5]([S:8]([NH:11][CH2:12][CH:13]([CH3:15])[CH3:14])(=[O:10])=[O:9])=[CH:4][CH:3]=1.[NH:16]1[CH2:21][CH2:20][NH:19][CH2:18][CH2:17]1. Product: [CH2:12]([NH:11][S:8]([C:5]1[CH:6]=[CH:7][C:2]([N:16]2[CH2:21][CH2:20][NH:19][CH2:18][CH2:17]2)=[CH:3][CH:4]=1)(=[O:10])=[O:9])[CH:13]([CH3:15])[CH3:14]. The catalyst class is: 6. (5) Reactant: [C:1]1([C:7]2[N:8]=[C:9]3[C:15]4[CH:16]=[CH:17][CH:18]=[CH:19][C:14]=4[NH:13][C:12]4[N:20]=[CH:21][CH:22]=[CH:23][C:11]=4[N:10]3[CH:24]=2)[CH:6]=[CH:5][CH:4]=[CH:3][CH:2]=1.[Br:25]N1C(=O)CCC1=O. Product: [Br:25][C:24]1[N:10]2[C:11]3[CH:23]=[CH:22][CH:21]=[N:20][C:12]=3[NH:13][C:14]3[CH:19]=[CH:18][CH:17]=[CH:16][C:15]=3[C:9]2=[N:8][C:7]=1[C:1]1[CH:2]=[CH:3][CH:4]=[CH:5][CH:6]=1. The catalyst class is: 1.